This data is from Catalyst prediction with 721,799 reactions and 888 catalyst types from USPTO. The task is: Predict which catalyst facilitates the given reaction. Reactant: [C:1]([C:5]1[CH:10]=[CH:9][C:8]([CH3:11])=[CH:7][CH:6]=1)([CH3:4])([CH3:3])[CH3:2].[N+:12]([O-])([OH:14])=[O:13]. Product: [C:1]([C:5]1[CH:6]=[CH:7][C:8]([CH3:11])=[C:9]([N+:12]([O-:14])=[O:13])[CH:10]=1)([CH3:4])([CH3:3])[CH3:2]. The catalyst class is: 82.